This data is from Catalyst prediction with 721,799 reactions and 888 catalyst types from USPTO. The task is: Predict which catalyst facilitates the given reaction. Reactant: [O:1]1[CH2:6][CH2:5][CH:4]([CH2:7][OH:8])[CH2:3][CH2:2]1.F[C:10]1[CH:15]=[CH:14][C:13]([S:16]([N:19]([C:25]2[CH:30]=[CH:29][C:28]([CH:31]([CH3:33])[CH3:32])=[CH:27][N:26]=2)[CH2:20][CH:21]2[CH2:24][O:23][CH2:22]2)(=[O:18])=[O:17])=[CH:12][CH:11]=1.[H-].[Na+]. Product: [CH:31]([C:28]1[CH:29]=[CH:30][C:25]([N:19]([CH2:20][CH:21]2[CH2:22][O:23][CH2:24]2)[S:16]([C:13]2[CH:14]=[CH:15][C:10]([O:8][CH2:7][CH:4]3[CH2:5][CH2:6][O:1][CH2:2][CH2:3]3)=[CH:11][CH:12]=2)(=[O:18])=[O:17])=[N:26][CH:27]=1)([CH3:33])[CH3:32]. The catalyst class is: 16.